This data is from Catalyst prediction with 721,799 reactions and 888 catalyst types from USPTO. The task is: Predict which catalyst facilitates the given reaction. (1) Reactant: [CH2:1]([O:8][C:9]1[CH:10]=[CH:11][C:12]([O:31][CH:32]([CH3:34])[CH3:33])=[C:13]([C:15]2[NH:30][C:18]3=[N:19][CH:20]=[C:21]([CH2:23][NH:24][CH2:25][C:26]([O:28]C)=[O:27])[CH:22]=[C:17]3[N:16]=2)[CH:14]=1)[C:2]1[CH:7]=[CH:6][CH:5]=[CH:4][CH:3]=1.[OH-].[Na+].C(O)(=O)CC(CC(O)=O)(C(O)=O)O. Product: [CH2:1]([O:8][C:9]1[CH:10]=[CH:11][C:12]([O:31][CH:32]([CH3:34])[CH3:33])=[C:13]([C:15]2[NH:30][C:18]3=[N:19][CH:20]=[C:21]([CH2:23][NH:24][CH2:25][C:26]([OH:28])=[O:27])[CH:22]=[C:17]3[N:16]=2)[CH:14]=1)[C:2]1[CH:7]=[CH:6][CH:5]=[CH:4][CH:3]=1. The catalyst class is: 5. (2) Reactant: [F:1][CH:2]([F:24])[C:3]1[CH:4]=[C:5]([CH:13]=[CH:14][C:15]=1[CH2:16][N:17]1[CH2:22][CH2:21][N:20]([CH3:23])[CH2:19][CH2:18]1)[C:6]([O:8]C(C)(C)C)=[O:7]. Product: [F:24][CH:2]([F:1])[C:3]1[CH:4]=[C:5]([CH:13]=[CH:14][C:15]=1[CH2:16][N:17]1[CH2:18][CH2:19][N:20]([CH3:23])[CH2:21][CH2:22]1)[C:6]([OH:8])=[O:7]. The catalyst class is: 5. (3) Reactant: [CH2:1]([O:3][C:4](=[O:23])[CH2:5][C:6]1[C:11]([CH3:12])=[N:10][N:9]2[CH:13]=[CH:14][CH:15]=[C:8]2[C:7]=1[C:16]1[CH:21]=[CH:20][C:19]([F:22])=[CH:18][CH:17]=1)[CH3:2].[Cl:24]N1C(=O)CCC1=O. The catalyst class is: 7. Product: [CH2:1]([O:3][C:4](=[O:23])[CH2:5][C:6]1[C:11]([CH3:12])=[N:10][N:9]2[C:13]([Cl:24])=[CH:14][CH:15]=[C:8]2[C:7]=1[C:16]1[CH:17]=[CH:18][C:19]([F:22])=[CH:20][CH:21]=1)[CH3:2]. (4) Reactant: [C:1]([OH:7])(=[O:6])[CH2:2][C:3]([OH:5])=[O:4].C(=O)(O)O.N[NH:13][C:14]([NH2:16])=[NH:15].C(=O)(O)O.[NH2:21][C:22]([NH2:24])=[NH:23]. Product: [C:1]([O-:7])(=[O:6])[CH2:2][C:3]([O-:5])=[O:4].[NH2:15][C:14]([NH2:16])=[NH2+:13].[NH2:23][C:22]([NH2:24])=[NH2+:21]. The catalyst class is: 6. (5) Reactant: [Cl:1][C:2]1[CH:3]=[CH:4][C:5]([OH:13])=[C:6](/[CH:8]=[C:9](\[CH3:12])/[CH:10]=O)[CH:7]=1.CC1C=CC(S([NH:24][NH2:25])(=O)=O)=CC=1.[OH-].[Na+].[O:28]1[CH2:33][CH2:32][N:31]([S:34]([C:37]2[CH:38]=[C:39]([CH:43]=[CH:44][CH:45]=2)[C:40](Cl)=[O:41])(=[O:36])=[O:35])[CH2:30][CH2:29]1. Product: [Cl:1][C:2]1[CH:3]=[CH:4][C:5]([OH:13])=[C:6]([C:8]2[C:9]([CH3:12])=[CH:10][N:25]([C:40]([C:39]3[CH:43]=[CH:44][CH:45]=[C:37]([S:34]([N:31]4[CH2:32][CH2:33][O:28][CH2:29][CH2:30]4)(=[O:36])=[O:35])[CH:38]=3)=[O:41])[N:24]=2)[CH:7]=1. The catalyst class is: 10. (6) Reactant: [Si:1]([O:8][C@@H:9]1[C@@:26]2([CH3:27])[C:13](=[CH:14][CH:15]=[C:16]3[C@@H:25]2[CH2:24][CH2:23][C@@:21]2([CH3:22])[C@H:17]3[CH2:18][CH:19]=[C:20]2[CH2:28][OH:29])[CH2:12][C@@H:11]([O:30][Si:31]([C:34]([CH3:37])([CH3:36])[CH3:35])([CH3:33])[CH3:32])[CH2:10]1)([C:4]([CH3:7])([CH3:6])[CH3:5])([CH3:3])[CH3:2].[H-].[Na+].C1OCCOCCOCCOCCOC1.Br[CH2:56][CH2:57][CH2:58][C:59]([CH3:69])([O:61][Si:62]([CH2:67][CH3:68])([CH2:65][CH3:66])[CH2:63][CH3:64])[CH3:60]. Product: [Si:1]([O:8][C@@H:9]1[C@@:26]2([CH3:27])[C:13](=[CH:14][CH:15]=[C:16]3[C@@H:25]2[CH2:24][CH2:23][C@@:21]2([CH3:22])[C@H:17]3[CH2:18][CH:19]=[C:20]2[CH2:28][O:29][CH2:56][CH2:57][CH2:58][C:59]([O:61][Si:62]([CH2:67][CH3:68])([CH2:63][CH3:64])[CH2:65][CH3:66])([CH3:60])[CH3:69])[CH2:12][C@@H:11]([O:30][Si:31]([C:34]([CH3:37])([CH3:36])[CH3:35])([CH3:32])[CH3:33])[CH2:10]1)([C:4]([CH3:7])([CH3:6])[CH3:5])([CH3:3])[CH3:2]. The catalyst class is: 355. (7) Reactant: [Mg].Br[C:3]1[CH:8]=[CH:7][C:6]([O:9][CH2:10][CH3:11])=[C:5]([F:12])[C:4]=1[F:13].[O:14]1[C:18]2([CH2:23][CH2:22][CH:21]([CH:24]3[CH2:29][CH2:28][C:27](=[O:30])[CH2:26][CH2:25]3)[CH2:20][CH2:19]2)[O:17][CH2:16][CH2:15]1.[Cl-].[NH4+]. Product: [O:14]1[C:18]2([CH2:19][CH2:20][CH:21]([CH:24]3[CH2:29][CH2:28][C:27]([C:3]4[CH:8]=[CH:7][C:6]([O:9][CH2:10][CH3:11])=[C:5]([F:12])[C:4]=4[F:13])([OH:30])[CH2:26][CH2:25]3)[CH2:22][CH2:23]2)[O:17][CH2:16][CH2:15]1. The catalyst class is: 182. (8) Product: [CH2:16]([N:14]([CH3:15])[C:12]1[C:11]([CH3:18])=[CH:10][C:9]2[NH:19][C:20](=[O:36])[CH2:21][C:22]([C:24]3[CH:29]=[CH:28][CH:27]=[C:26]([C:30]4[O:34][N:33]=[C:32]([CH3:35])[CH:31]=4)[CH:25]=3)=[N:7][C:8]=2[CH:13]=1)[CH3:17]. Reactant: C(OC(=O)[NH:7][C:8]1[CH:13]=[C:12]([N:14]([CH2:16][CH3:17])[CH3:15])[C:11]([CH3:18])=[CH:10][C:9]=1[NH:19][C:20](=[O:36])[CH2:21][C:22]([C:24]1[CH:29]=[CH:28][CH:27]=[C:26]([C:30]2[O:34][N:33]=[C:32]([CH3:35])[CH:31]=2)[CH:25]=1)=O)(C)(C)C.C(O)(C(F)(F)F)=O. The catalyst class is: 2. (9) Reactant: [OH:1][C:2]1[CH:19]=[CH:18][C:17]([C:20]([O:22][CH3:23])=[O:21])=[CH:16][C:3]=1[N:4]=[CH:5][C:6]1[CH:11]=[CH:10][C:9]([C:12]([O:14][CH3:15])=[O:13])=[CH:8][CH:7]=1.ClC1C(=O)C(C#N)=C(C#N)C(=O)C=1Cl. Product: [CH3:15][O:14][C:12]([C:9]1[CH:10]=[CH:11][C:6]([C:5]2[O:1][C:2]3[CH:19]=[CH:18][C:17]([C:20]([O:22][CH3:23])=[O:21])=[CH:16][C:3]=3[N:4]=2)=[CH:7][CH:8]=1)=[O:13]. The catalyst class is: 4.